This data is from Peptide-MHC class I binding affinity with 185,985 pairs from IEDB/IMGT. The task is: Regression. Given a peptide amino acid sequence and an MHC pseudo amino acid sequence, predict their binding affinity value. This is MHC class I binding data. (1) The peptide sequence is SQDNQWSYK. The binding affinity (normalized) is 0.492. The MHC is HLA-A33:01 with pseudo-sequence HLA-A33:01. (2) The peptide sequence is VGNVYVKE. The MHC is Mamu-B52 with pseudo-sequence Mamu-B52. The binding affinity (normalized) is 0.343.